This data is from NCI-60 drug combinations with 297,098 pairs across 59 cell lines. The task is: Regression. Given two drug SMILES strings and cell line genomic features, predict the synergy score measuring deviation from expected non-interaction effect. (1) Drug 1: CC1=C2C(C(=O)C3(C(CC4C(C3C(C(C2(C)C)(CC1OC(=O)C(C(C5=CC=CC=C5)NC(=O)C6=CC=CC=C6)O)O)OC(=O)C7=CC=CC=C7)(CO4)OC(=O)C)O)C)OC(=O)C. Drug 2: C(CN)CNCCSP(=O)(O)O. Cell line: UACC-257. Synergy scores: CSS=23.1, Synergy_ZIP=-9.60, Synergy_Bliss=-5.54, Synergy_Loewe=-55.9, Synergy_HSA=-4.31. (2) Drug 1: CC12CCC3C(C1CCC2=O)CC(=C)C4=CC(=O)C=CC34C. Drug 2: CC1C(C(CC(O1)OC2CC(CC3=C2C(=C4C(=C3O)C(=O)C5=C(C4=O)C(=CC=C5)OC)O)(C(=O)C)O)N)O.Cl. Cell line: OVCAR-5. Synergy scores: CSS=54.3, Synergy_ZIP=5.95, Synergy_Bliss=9.30, Synergy_Loewe=9.35, Synergy_HSA=9.33. (3) Drug 1: C1=CC(=C2C(=C1NCCNCCO)C(=O)C3=C(C=CC(=C3C2=O)O)O)NCCNCCO. Drug 2: C1=CN(C=N1)CC(O)(P(=O)(O)O)P(=O)(O)O. Cell line: NCI-H522. Synergy scores: CSS=6.04, Synergy_ZIP=-17.8, Synergy_Bliss=-35.7, Synergy_Loewe=-52.3, Synergy_HSA=-33.6. (4) Drug 1: CC1=C(C(=CC=C1)Cl)NC(=O)C2=CN=C(S2)NC3=CC(=NC(=N3)C)N4CCN(CC4)CCO. Drug 2: CCCCC(=O)OCC(=O)C1(CC(C2=C(C1)C(=C3C(=C2O)C(=O)C4=C(C3=O)C=CC=C4OC)O)OC5CC(C(C(O5)C)O)NC(=O)C(F)(F)F)O. Cell line: TK-10. Synergy scores: CSS=40.0, Synergy_ZIP=-8.89, Synergy_Bliss=-8.52, Synergy_Loewe=-12.7, Synergy_HSA=-4.58. (5) Drug 1: CC1CCC2CC(C(=CC=CC=CC(CC(C(=O)C(C(C(=CC(C(=O)CC(OC(=O)C3CCCCN3C(=O)C(=O)C1(O2)O)C(C)CC4CCC(C(C4)OC)O)C)C)O)OC)C)C)C)OC. Drug 2: C1=NC(=NC(=O)N1C2C(C(C(O2)CO)O)O)N. Cell line: TK-10. Synergy scores: CSS=20.2, Synergy_ZIP=-5.57, Synergy_Bliss=0.843, Synergy_Loewe=-2.00, Synergy_HSA=-0.192. (6) Drug 1: CCC1=CC2CC(C3=C(CN(C2)C1)C4=CC=CC=C4N3)(C5=C(C=C6C(=C5)C78CCN9C7C(C=CC9)(C(C(C8N6C)(C(=O)OC)O)OC(=O)C)CC)OC)C(=O)OC.C(C(C(=O)O)O)(C(=O)O)O. Drug 2: CCCCCOC(=O)NC1=NC(=O)N(C=C1F)C2C(C(C(O2)C)O)O. Cell line: K-562. Synergy scores: CSS=73.8, Synergy_ZIP=10.7, Synergy_Bliss=13.2, Synergy_Loewe=-24.8, Synergy_HSA=13.3. (7) Drug 1: CC1=C(N=C(N=C1N)C(CC(=O)N)NCC(C(=O)N)N)C(=O)NC(C(C2=CN=CN2)OC3C(C(C(C(O3)CO)O)O)OC4C(C(C(C(O4)CO)O)OC(=O)N)O)C(=O)NC(C)C(C(C)C(=O)NC(C(C)O)C(=O)NCCC5=NC(=CS5)C6=NC(=CS6)C(=O)NCCC[S+](C)C)O. Drug 2: C1=CC=C(C(=C1)C(C2=CC=C(C=C2)Cl)C(Cl)Cl)Cl. Cell line: U251. Synergy scores: CSS=20.0, Synergy_ZIP=11.5, Synergy_Bliss=19.9, Synergy_Loewe=-35.9, Synergy_HSA=1.45. (8) Drug 1: CC1C(C(CC(O1)OC2CC(CC3=C2C(=C4C(=C3O)C(=O)C5=C(C4=O)C(=CC=C5)OC)O)(C(=O)C)O)N)O.Cl. Drug 2: COCCOC1=C(C=C2C(=C1)C(=NC=N2)NC3=CC=CC(=C3)C#C)OCCOC.Cl. Cell line: RXF 393. Synergy scores: CSS=21.4, Synergy_ZIP=0.792, Synergy_Bliss=3.95, Synergy_Loewe=3.57, Synergy_HSA=4.29.